This data is from Serine/threonine kinase 33 screen with 319,792 compounds. The task is: Binary Classification. Given a drug SMILES string, predict its activity (active/inactive) in a high-throughput screening assay against a specified biological target. (1) The compound is O=C(NC(c1ccccc1)C)c1[nH]cnc1C(=O)Nc1ccc(OC)cc1. The result is 0 (inactive). (2) The compound is O=C(Nc1cc(OC)c(OCC(C)C)cc1)C1NCCCC1. The result is 0 (inactive). (3) The compound is S(=O)(=O)(c1cc2NC(=O)C(Sc2cc1)C)CCC(=O)Nc1ccc(cc1)C(OC)=O. The result is 0 (inactive). (4) The compound is S(=O)(=O)(N1CCC(CC1)C(=O)Nc1c(OC)cccc1)c1cc2CC(N(c2cc1)C(=O)C)C. The result is 0 (inactive). (5) The drug is Clc1cc(N)c(C(OCC(=O)N2CCCCCC2)=O)cc1. The result is 0 (inactive).